This data is from Reaction yield outcomes from USPTO patents with 853,638 reactions. The task is: Predict the reaction yield, written as a fraction of the theoretical maximum amount of product (1.0 means a 100% yield; for example, 0.34 means a 34% yield). (1) The product is [CH2:1]([C:3]1[CH:12]=[C:11]([F:25])[CH:10]=[CH:9][C:4]=1[C:5]([O:7][CH3:8])=[O:6])[CH3:2]. The yield is 0.930. The reactants are [CH2:1]([C:3]1[CH:12]=[C:11](C)[CH:10]=[CH:9][C:4]=1[C:5]([O:7][CH3:8])=[O:6])[CH3:2].BrC1C=C([F:25])C=CC=1C(OC)=O. No catalyst specified. (2) The reactants are [CH2:1]([C@H:3]1[C@@H:7]([C:8]2[N:12]3[C:13]4[CH:19]=[CH:18][N:17]([S:20]([C:23]5[CH:29]=[CH:28][C:26]([CH3:27])=[CH:25][CH:24]=5)(=[O:22])=[O:21])[C:14]=4[N:15]=[CH:16][C:11]3=[N:10][N:9]=2)[CH2:6][C@@H:5]([NH:30]C(=O)C)[CH2:4]1)[CH3:2].Cl. The catalyst is O1CCOCC1. The product is [CH2:1]([C@H:3]1[C@@H:7]([C:8]2[N:12]3[C:13]4[CH:19]=[CH:18][N:17]([S:20]([C:23]5[CH:24]=[CH:25][C:26]([CH3:27])=[CH:28][CH:29]=5)(=[O:22])=[O:21])[C:14]=4[N:15]=[CH:16][C:11]3=[N:10][N:9]=2)[CH2:6][C@@H:5]([NH2:30])[CH2:4]1)[CH3:2]. The yield is 0.560.